Predict the product of the given reaction. From a dataset of Forward reaction prediction with 1.9M reactions from USPTO patents (1976-2016). (1) Given the reactants [NH:1]1[C:5]2[CH:6]=[CH:7][CH:8]=[CH:9][C:4]=2[N:3]=[N:2]1.[Cl:10][CH2:11][CH2:12][CH2:13][CH2:14]Br, predict the reaction product. The product is: [Cl:10][CH2:11][CH2:12][CH2:13][CH2:14][N:1]1[C:5]2[CH:6]=[CH:7][CH:8]=[CH:9][C:4]=2[N:3]=[N:2]1. (2) The product is: [CH3:1][S:2]([O-:5])(=[O:4])=[O:3].[OH:28][CH:9]1[CH:8]([NH+:7]([CH3:6])[CH3:29])[C:22]2=[CH:23][CH:19]([O:20][C:21]2=[O:24])[CH:18]2[CH:14]([O:15][C:16](=[O:26])[CH:17]2[CH3:25])[CH2:13][C:12]2([CH3:27])[CH:10]1[O:11]2. Given the reactants [CH3:1][S:2]([OH:5])(=[O:4])=[O:3].[CH3:6][N:7]([CH3:29])[CH:8]1[C:22]2=[CH:23][CH:19]([O:20][C:21]2=[O:24])[CH:18]2[CH:14]([O:15][C:16](=[O:26])[CH:17]2[CH3:25])[CH2:13][C:12]2([CH3:27])[CH:10]([O:11]2)[CH:9]1[OH:28], predict the reaction product. (3) Given the reactants Br[C:2]1[CH:7]=[CH:6][CH:5]=[C:4](Br)[CH:3]=1.C([Sn](CCCC)(CCCC)[C:14]1[CH:19]=[CH:18][CH:17]=[CH:16][N:15]=1)CCC.[Cl-].[Li+].[F-].[K+], predict the reaction product. The product is: [N:15]1[CH:16]=[CH:17][CH:18]=[CH:19][C:14]=1[C:2]1[CH:7]=[CH:6][CH:5]=[C:4]([C:16]2[CH:17]=[CH:18][CH:19]=[CH:14][N:15]=2)[CH:3]=1. (4) Given the reactants [NH2:1][C@@:2]([C:6]1[CH:11]=[C:10]([N+:12]([O-:14])=[O:13])[CH:9]=[C:8]([Br:15])[CH:7]=1)([CH3:5])[CH2:3][OH:4].C([O-])([O-])=O.[K+].[K+].CCN(C(C)C)C(C)C.[Cl:31][CH2:32][C:33](Cl)=[O:34], predict the reaction product. The product is: [Br:15][C:8]1[CH:7]=[C:6]([C@:2]([NH:1][C:33](=[O:34])[CH2:32][Cl:31])([CH3:5])[CH2:3][OH:4])[CH:11]=[C:10]([N+:12]([O-:14])=[O:13])[CH:9]=1. (5) The product is: [CH3:13][C:1]1([C:7]2[CH2:11][CH:10]=[CH:9][CH:8]=2)[CH2:2][CH2:3][CH2:4][CH2:5][CH2:6]1. Given the reactants [CH:1]1([C:7]2[C:11](=C)[CH:10]=[CH:9][CH:8]=2)[CH2:6][CH2:5][CH2:4][CH2:3][CH2:2]1.[CH3:13][Li], predict the reaction product. (6) Given the reactants [Cl:1][C:2]1[C:13]2[C:14]3[C:5]([CH2:6][CH2:7][N:8]([CH2:15][CH:16]4[CH2:21][CH2:20][C:19](=O)[CH2:18][CH2:17]4)[C:9]=3[CH:10]=[CH:11][CH:12]=2)=[CH:4][N:3]=1.[CH3:23][O:24][C:25]1[CH:32]=[CH:31][C:28]([CH2:29][NH2:30])=[CH:27][CH:26]=1, predict the reaction product. The product is: [CH3:23][O:24][C:25]1[CH:32]=[CH:31][C:28]([CH2:29][NH:30][CH:19]2[CH2:20][CH2:21][CH:16]([CH2:15][N:8]3[C:9]4=[C:14]5[C:13](=[CH:12][CH:11]=[CH:10]4)[C:2]([Cl:1])=[N:3][CH:4]=[C:5]5[CH2:6][CH2:7]3)[CH2:17][CH2:18]2)=[CH:27][CH:26]=1.